From a dataset of NCI-60 drug combinations with 297,098 pairs across 59 cell lines. Regression. Given two drug SMILES strings and cell line genomic features, predict the synergy score measuring deviation from expected non-interaction effect. (1) Drug 1: CC1=C2C(C(=O)C3(C(CC4C(C3C(C(C2(C)C)(CC1OC(=O)C(C(C5=CC=CC=C5)NC(=O)OC(C)(C)C)O)O)OC(=O)C6=CC=CC=C6)(CO4)OC(=O)C)OC)C)OC. Drug 2: CS(=O)(=O)C1=CC(=C(C=C1)C(=O)NC2=CC(=C(C=C2)Cl)C3=CC=CC=N3)Cl. Cell line: SK-MEL-5. Synergy scores: CSS=44.9, Synergy_ZIP=5.98, Synergy_Bliss=6.49, Synergy_Loewe=-22.4, Synergy_HSA=4.37. (2) Synergy scores: CSS=40.1, Synergy_ZIP=2.84, Synergy_Bliss=1.79, Synergy_Loewe=-12.9, Synergy_HSA=-2.21. Cell line: MOLT-4. Drug 1: C1=CC(=CC=C1CC(C(=O)O)N)N(CCCl)CCCl.Cl. Drug 2: CC1=C(C=C(C=C1)C(=O)NC2=CC(=CC(=C2)C(F)(F)F)N3C=C(N=C3)C)NC4=NC=CC(=N4)C5=CN=CC=C5. (3) Drug 1: CC1=C2C(C(=O)C3(C(CC4C(C3C(C(C2(C)C)(CC1OC(=O)C(C(C5=CC=CC=C5)NC(=O)OC(C)(C)C)O)O)OC(=O)C6=CC=CC=C6)(CO4)OC(=O)C)OC)C)OC. Drug 2: C1=CC(=CC=C1CC(C(=O)O)N)N(CCCl)CCCl.Cl. Cell line: MCF7. Synergy scores: CSS=37.0, Synergy_ZIP=-7.01, Synergy_Bliss=-6.26, Synergy_Loewe=-12.7, Synergy_HSA=-1.81.